This data is from Catalyst prediction with 721,799 reactions and 888 catalyst types from USPTO. The task is: Predict which catalyst facilitates the given reaction. (1) Reactant: Cl[C:2]1[C:3]2[C:4](=[CH:13][N:14](CC3C=CC(OC)=CC=3)[N:15]=2)[N:5]=[C:6]([C:8]2[NH:9][CH:10]=[CH:11][N:12]=2)[N:7]=1.[CH3:25][N:26]1[CH2:31][CH2:30][N:29]([C:32]2[CH:38]=[CH:37][C:35]([NH2:36])=[CH:34][CH:33]=2)[CH2:28][CH2:27]1.Cl. Product: [NH:9]1[CH:10]=[CH:11][N:12]=[C:8]1[C:6]1[N:7]=[C:2]([NH:36][C:35]2[CH:34]=[CH:33][C:32]([N:29]3[CH2:28][CH2:27][N:26]([CH3:25])[CH2:31][CH2:30]3)=[CH:38][CH:37]=2)[C:3]2[NH:15][N:14]=[CH:13][C:4]=2[N:5]=1. The catalyst class is: 71. (2) Reactant: [Cl:1][C:2]1[C:7]([CH:8]=[O:9])=[C:6]([Cl:10])[N:5]=[CH:4][N:3]=1.[CH2:11]([Mg]Br)[CH3:12].C1COCC1.[Cl-].[NH4+]. Product: [Cl:1][C:2]1[C:7]([CH:8]([OH:9])[CH2:11][CH3:12])=[C:6]([Cl:10])[N:5]=[CH:4][N:3]=1. The catalyst class is: 11. (3) Reactant: [N+:1]([C:4]1[CH:5]=[C:6]([C:11]2[CH:16]=[CH:15][CH:14]=[CH:13][C:12]=2[O:17][CH:18]([F:20])[F:19])[CH:7]=[CH:8][C:9]=1[NH2:10])([O-:3])=[O:2].[C:21]([C:25]1[CH:26]=[C:27]([C:31](O)=[O:32])[N:28]([CH3:30])[N:29]=1)([CH3:24])([CH3:23])[CH3:22].F[P-](F)(F)(F)(F)F.N1(O[P+](N(C)C)(N(C)C)N(C)C)C2C=CC=CC=2N=N1.[H-].[Na+]. Product: [N+:1]([C:4]1[CH:5]=[C:6]([C:11]2[CH:16]=[CH:15][CH:14]=[CH:13][C:12]=2[O:17][CH:18]([F:19])[F:20])[CH:7]=[CH:8][C:9]=1[NH:10][C:31]([C:27]1[N:28]([CH3:30])[N:29]=[C:25]([C:21]([CH3:24])([CH3:23])[CH3:22])[CH:26]=1)=[O:32])([O-:3])=[O:2]. The catalyst class is: 298. (4) Reactant: [CH:1]([C:4]1[CH:8]=[CH:7][NH:6][N:5]=1)([CH3:3])[CH3:2].CC(C)([O-])C.[K+].O1CCCC1.[CH2:20](Br)[C:21]1[CH:26]=[CH:25][CH:24]=[CH:23][CH:22]=1. Product: [CH2:20]([N:6]1[CH:7]=[CH:8][C:4]([CH:1]([CH3:3])[CH3:2])=[N:5]1)[C:21]1[CH:26]=[CH:25][CH:24]=[CH:23][CH:22]=1. The catalyst class is: 6. (5) Reactant: Cl[C:2]1[C:11]2[C:6](=[CH:7][C:8]([O:14][CH3:15])=[C:9]([O:12][CH3:13])[CH:10]=2)[N:5]=[CH:4][N:3]=1.[F:16][C:17]1[C:22](B(O)O)=[CH:21][CH:20]=[CH:19][N:18]=1.C([O-])(O)=O.[Na+]. Product: [F:16][C:17]1[C:22]([C:2]2[C:11]3[C:6](=[CH:7][C:8]([O:14][CH3:15])=[C:9]([O:12][CH3:13])[CH:10]=3)[N:5]=[CH:4][N:3]=2)=[CH:21][CH:20]=[CH:19][N:18]=1. The catalyst class is: 276.